Task: Binary Classification. Given a T-cell receptor sequence (or CDR3 region) and an epitope sequence, predict whether binding occurs between them.. Dataset: TCR-epitope binding with 47,182 pairs between 192 epitopes and 23,139 TCRs (1) The epitope is ALSKGVHFV. The TCR CDR3 sequence is CASSTPTNSRNQPQHF. Result: 1 (the TCR binds to the epitope). (2) The epitope is HTTDPSFLGRY. The TCR CDR3 sequence is CASSGAEGEGYSYEQYF. Result: 0 (the TCR does not bind to the epitope). (3) The epitope is FLNGSCGSV. The TCR CDR3 sequence is CATSDSQGLNSPLHF. Result: 1 (the TCR binds to the epitope). (4) The epitope is SGPLKAEIAQRLED. The TCR CDR3 sequence is CASRIGSGANVLTF. Result: 1 (the TCR binds to the epitope). (5) The epitope is KLGGALQAK. The TCR CDR3 sequence is CASSTTRMNTGELFF. Result: 0 (the TCR does not bind to the epitope).